From a dataset of Full USPTO retrosynthesis dataset with 1.9M reactions from patents (1976-2016). Predict the reactants needed to synthesize the given product. (1) Given the product [CH3:1][S:2]([OH:5])(=[O:4])=[O:3].[CH3:1][S:2]([OH:5])(=[O:4])=[O:3].[CH:6]1([NH:9][C:10](=[O:36])[C:11]2[CH:16]=[CH:15][C:14]([CH3:17])=[C:13]([N:18]3[C:27](=[O:28])[C:26]4[C:21](=[CH:22][CH:23]=[C:24]([N:29]5[CH2:30][CH2:31][N:32]([CH3:35])[CH2:33][CH2:34]5)[CH:25]=4)[N:20]=[CH:19]3)[CH:12]=2)[CH2:8][CH2:7]1, predict the reactants needed to synthesize it. The reactants are: [CH3:1][S:2]([OH:5])(=[O:4])=[O:3].[CH:6]1([NH:9][C:10](=[O:36])[C:11]2[CH:16]=[CH:15][C:14]([CH3:17])=[C:13]([N:18]3[C:27](=[O:28])[C:26]4[C:21](=[CH:22][CH:23]=[C:24]([N:29]5[CH2:34][CH2:33][N:32]([CH3:35])[CH2:31][CH2:30]5)[CH:25]=4)[N:20]=[CH:19]3)[CH:12]=2)[CH2:8][CH2:7]1. (2) Given the product [C:39]([C:35]1[CH:36]=[CH:37][C:32]([CH2:31][C@H:10]2[C:11](=[O:30])[N:12]([C@H:21]([CH2:27][CH2:28][CH3:29])[C:22]([O:24][CH2:25][CH3:26])=[O:23])[C@H:13]([C:14]3[CH:19]=[CH:18][C:17]([Cl:20])=[CH:16][CH:15]=3)[C@H:8]([C:5]3[CH:6]=[CH:7][C:2]([Cl:1])=[CH:3][CH:4]=3)[O:9]2)=[CH:33][CH:34]=1)#[N:40], predict the reactants needed to synthesize it. The reactants are: [Cl:1][C:2]1[CH:7]=[CH:6][C:5]([C@H:8]2[C@@H:13]([C:14]3[CH:19]=[CH:18][C:17]([Cl:20])=[CH:16][CH:15]=3)[N:12]([C@H:21]([CH2:27][CH2:28][CH3:29])[C:22]([O:24][CH2:25][CH3:26])=[O:23])[C:11](=[O:30])[C@H:10]([CH2:31][C:32]3[CH:37]=[CH:36][C:35](I)=[CH:34][CH:33]=3)[O:9]2)=[CH:4][CH:3]=1.[CH3:39][N:40](C=O)C. (3) Given the product [NH2:23][C:4]1[CH:5]=[C:6]2[C:11](=[C:2]([Cl:1])[CH:3]=1)[N:10]=[CH:9][C:8]([C:12]#[N:13])=[C:7]2[NH:14][C:15]1[CH:20]=[CH:19][C:18]([F:21])=[C:17]([Cl:22])[CH:16]=1, predict the reactants needed to synthesize it. The reactants are: [Cl:1][C:2]1[CH:3]=[C:4]([N+:23]([O-])=O)[CH:5]=[C:6]2[C:11]=1[N:10]=[CH:9][C:8]([C:12]#[N:13])=[C:7]2[NH:14][C:15]1[CH:20]=[CH:19][C:18]([F:21])=[C:17]([Cl:22])[CH:16]=1.O.O.[Sn](Cl)(Cl)(Cl)Cl. (4) Given the product [Cl:49][C:50]1[CH:66]=[CH:65][C:53]2[NH:54][C:55]([C@@H:57]([NH:64][C:5](=[O:7])[C:4]3[CH:8]=[CH:9][C:10]([C:11]([N:13]4[CH2:17][CH2:16][CH2:15][CH2:14]4)=[O:12])=[C:2]([CH3:1])[CH:3]=3)[CH2:58][C:59]3[CH:63]=[CH:62][S:61][CH:60]=3)=[N:56][C:52]=2[CH:51]=1, predict the reactants needed to synthesize it. The reactants are: [CH3:1][C:2]1[CH:3]=[C:4]([CH:8]=[CH:9][C:10]=1[C:11]([N:13]1[CH2:17][CH2:16][CH2:15][CH2:14]1)=[O:12])[C:5]([OH:7])=O.CN(C(ON1N=NC2C=CC=CC1=2)=[N+](C)C)C.[B-](F)(F)(F)F.C(N(C(C)C)CC)(C)C.[Cl:49][C:50]1[CH:66]=[CH:65][C:53]2[NH:54][C:55]([C@@H:57]([NH2:64])[CH2:58][C:59]3[CH:63]=[CH:62][S:61][CH:60]=3)=[N:56][C:52]=2[CH:51]=1.ClCl. (5) The reactants are: [F:1][C:2]1[CH:7]=[CH:6][CH:5]=[CH:4][C:3]=1[C@H:8]1[CH2:13][NH:12][C:11](=[O:14])[C@@H:10]([NH:15][C:16](=[O:22])[O:17][C:18]([CH3:21])([CH3:20])[CH3:19])[CH2:9]1.C[Si]([N-][Si](C)(C)C)(C)C.[Li+].FC(F)(F)S(O[CH2:39][C:40]([F:43])([F:42])[F:41])(=O)=O. Given the product [F:1][C:2]1[CH:7]=[CH:6][CH:5]=[CH:4][C:3]=1[C@H:8]1[CH2:13][N:12]([CH2:39][C:40]([F:43])([F:42])[F:41])[C:11](=[O:14])[C@@H:10]([NH:15][C:16](=[O:22])[O:17][C:18]([CH3:19])([CH3:21])[CH3:20])[CH2:9]1, predict the reactants needed to synthesize it. (6) Given the product [Br:8][C:6]1[N:7]=[C:2]([NH:18][CH:16]([C:10]2[CH:15]=[CH:14][CH:13]=[CH:12][CH:11]=2)[CH3:17])[C:3]([NH2:9])=[N:4][CH:5]=1, predict the reactants needed to synthesize it. The reactants are: Br[C:2]1[C:3]([NH2:9])=[N:4][CH:5]=[C:6]([Br:8])[N:7]=1.[C:10]1([C@@H:16]([NH2:18])[CH3:17])[CH:15]=[CH:14][CH:13]=[CH:12][CH:11]=1. (7) Given the product [CH3:7][N:5]1[CH:6]=[C:2]([C:16](=[O:18])[CH3:17])[CH:3]=[N:4]1, predict the reactants needed to synthesize it. The reactants are: Br[C:2]1[CH:3]=[N:4][N:5]([CH3:7])[CH:6]=1.[Li+].CCC[CH2-].CON(C)[C:16](=[O:18])[CH3:17].